Dataset: Forward reaction prediction with 1.9M reactions from USPTO patents (1976-2016). Task: Predict the product of the given reaction. (1) The product is: [F:5][C:6]1[C:11]([F:12])=[C:10]([F:13])[C:9]([F:14])=[C:8]([F:15])[C:7]=1[C:16]1[C:17]([OH:23])=[CH:18][CH:19]=[C:20]([CH3:22])[CH:21]=1. Given the reactants B(Br)(Br)Br.[F:5][C:6]1[C:11]([F:12])=[C:10]([F:13])[C:9]([F:14])=[C:8]([F:15])[C:7]=1[C:16]1[CH:21]=[C:20]([CH3:22])[CH:19]=[CH:18][C:17]=1[O:23]C, predict the reaction product. (2) Given the reactants [NH2:1][C:2]1[C:7]([OH:8])=[CH:6][CH:5]=[CH:4][C:3]=1[OH:9].C(N([CH2:15][CH3:16])CC)C.[C:17]1([CH3:27])[CH:22]=[CH:21][C:20]([S:23](Cl)(=[O:25])=[O:24])=[CH:19][CH:18]=1.[OH2:28], predict the reaction product. The product is: [CH3:27][C:17]1[CH:22]=[CH:21][C:20]([S:23]([O:9][C:3]2[CH:4]=[CH:5][CH:6]=[C:7]([O:8][S:23]([C:20]3[CH:21]=[CH:22][C:15]([CH3:16])=[CH:18][CH:19]=3)(=[O:24])=[O:28])[C:2]=2[NH2:1])(=[O:25])=[O:24])=[CH:19][CH:18]=1. (3) Given the reactants [Cl:1][C:2]1[CH:7]=[CH:6][CH:5]=[CH:4][C:3]=1[CH:8]([N:19]1[CH2:24][CH2:23][C:22]2[NH:25][CH:26]=[CH:27][C:21]=2[CH2:20]1)[CH2:9][CH2:10][CH2:11][CH2:12][C:13]([CH3:18])([CH3:17])[C:14]([OH:16])=[O:15].Cl, predict the reaction product. The product is: [ClH:1].[Cl:1][C:2]1[CH:7]=[CH:6][CH:5]=[CH:4][C:3]=1[CH:8]([N:19]1[CH2:24][CH2:23][C:22]2[NH:25][CH:26]=[CH:27][C:21]=2[CH2:20]1)[CH2:9][CH2:10][CH2:11][CH2:12][C:13]([CH3:18])([CH3:17])[C:14]([OH:16])=[O:15]. (4) Given the reactants [CH3:1][O:2][C:3]1([CH3:12])[CH2:8][CH2:7][CH:6]([C:9](Cl)=[O:10])[CH2:5][CH2:4]1.[N+](=[CH2:15])=[N-].[ClH:16], predict the reaction product. The product is: [Cl:16][CH2:15][C:9]([CH:6]1[CH2:7][CH2:8][C:3]([O:2][CH3:1])([CH3:12])[CH2:4][CH2:5]1)=[O:10].